From a dataset of Reaction yield outcomes from USPTO patents with 853,638 reactions. Predict the reaction yield, written as a fraction of the theoretical maximum amount of product (1.0 means a 100% yield; for example, 0.34 means a 34% yield). (1) The yield is 0.200. The product is [F:45][CH2:44][CH2:43][N:41]1[C:40](=[O:46])[CH:39]=[CH:38][C:37]([C:16]2[CH:15]=[CH:14][C:13]([C@@H:11]([N:7]3[CH2:6][CH2:5][C@:4]([CH2:3][C:2]([OH:1])([CH3:34])[CH3:35])([C:28]4[CH:33]=[CH:32][CH:31]=[CH:30][CH:29]=4)[O:9][C:8]3=[O:10])[CH3:12])=[CH:18][CH:17]=2)=[CH:42]1. The catalyst is O1CCOCC1.Cl[Pd](Cl)([P](C1C=CC=CC=1)(C1C=CC=CC=1)C1C=CC=CC=1)[P](C1C=CC=CC=1)(C1C=CC=CC=1)C1C=CC=CC=1.O. The reactants are [OH:1][C:2]([CH3:35])([CH3:34])[CH2:3][C@@:4]1([C:28]2[CH:33]=[CH:32][CH:31]=[CH:30][CH:29]=2)[O:9][C:8](=[O:10])[N:7]([C@H:11]([C:13]2[CH:18]=[CH:17][C:16](B3OC(C)(C)C(C)(C)O3)=[CH:15][CH:14]=2)[CH3:12])[CH2:6][CH2:5]1.Br[C:37]1[CH:38]=[CH:39][C:40](=[O:46])[N:41]([CH2:43][CH2:44][F:45])[CH:42]=1.C([O-])([O-])=O.[Cs+].[Cs+].CCOC(C)=O. (2) The reactants are [C:1]([C:5]1[CH:42]=[CH:41][C:8]([O:9][C:10]2[CH:15]=[CH:14][C:13](/[CH:16]=[CH:17]/[C:18]3[N:19]([CH2:31][C:32]4[CH:37]=[CH:36][C:35]([N+:38]([O-])=O)=[CH:34][CH:33]=4)[CH:20]=[C:21]([C:23]4[CH:28]=[CH:27][C:26]([Cl:29])=[CH:25][C:24]=4[Cl:30])[N:22]=3)=[CH:12][CH:11]=2)=[CH:7][CH:6]=1)([CH3:4])([CH3:3])[CH3:2].Br[CH2:44][C:45]([O:47][CH3:48])=[O:46]. No catalyst specified. The product is [CH3:48][O:47][C:45](=[O:46])[CH2:44][NH:38][C:35]1[CH:34]=[CH:33][C:32]([CH2:31][N:19]2[CH:20]=[C:21]([C:23]3[CH:28]=[CH:27][C:26]([Cl:29])=[CH:25][C:24]=3[Cl:30])[N:22]=[C:18]2/[CH:17]=[CH:16]/[C:13]2[CH:12]=[CH:11][C:10]([O:9][C:8]3[CH:41]=[CH:42][C:5]([C:1]([CH3:2])([CH3:3])[CH3:4])=[CH:6][CH:7]=3)=[CH:15][CH:14]=2)=[CH:37][CH:36]=1. The yield is 0.680.